The task is: Regression. Given a peptide amino acid sequence and an MHC pseudo amino acid sequence, predict their binding affinity value. This is MHC class I binding data.. This data is from Peptide-MHC class I binding affinity with 185,985 pairs from IEDB/IMGT. (1) The peptide sequence is TESDAIRTL. The MHC is HLA-B39:01 with pseudo-sequence HLA-B39:01. The binding affinity (normalized) is 0.559. (2) The peptide sequence is KFNPMKTYI. The MHC is HLA-A02:03 with pseudo-sequence HLA-A02:03. The binding affinity (normalized) is 0.282. (3) The peptide sequence is NTLQCIMLVY. The MHC is HLA-A23:01 with pseudo-sequence HLA-A23:01. The binding affinity (normalized) is 0. (4) The peptide sequence is LFVAAAYIV. The MHC is HLA-A69:01 with pseudo-sequence HLA-A69:01. The binding affinity (normalized) is 0.0847. (5) The peptide sequence is FIKDRATAV. The MHC is HLA-B35:01 with pseudo-sequence HLA-B35:01. The binding affinity (normalized) is 0.0847. (6) The MHC is HLA-B27:05 with pseudo-sequence HLA-B27:05. The peptide sequence is RRAIRELNY. The binding affinity (normalized) is 0.797.